Dataset: Catalyst prediction with 721,799 reactions and 888 catalyst types from USPTO. Task: Predict which catalyst facilitates the given reaction. (1) Product: [C:31]([Si:35]([CH3:38])([CH3:37])[O:16][CH2:15][CH2:14][CH2:13][CH2:12][CH2:11][CH2:10][CH2:9][CH2:8][O:7][C:6]1[CH:17]=[CH:18][C:19]([C:20]2[CH:21]=[CH:22][CH:23]=[CH:24][CH:25]=2)=[C:4]([N+:1]([O-:3])=[O:2])[CH:5]=1)([CH3:34])([CH3:33])[CH3:32]. The catalyst class is: 7. Reactant: [N+:1]([C:4]1[CH:5]=[C:6]([CH:17]=[CH:18][C:19]=1[C:20]1[CH:25]=[CH:24][CH:23]=[CH:22][CH:21]=1)[O:7][CH2:8][CH2:9][CH2:10][CH2:11][CH2:12][CH2:13][CH2:14][CH2:15][OH:16])([O-:3])=[O:2].N1C=CN=C1.[C:31]([Si:35]([CH3:38])([CH3:37])Cl)([CH3:34])([CH3:33])[CH3:32]. (2) Reactant: S(Cl)([Cl:3])=O.[NH2:5][C:6]1[C:15]2[N:16]=[C:17]([OH:24])[N:18]([CH2:19][CH2:20][CH2:21][CH2:22]O)[C:14]=2[C:13]2[CH:12]=[CH:11][CH:10]=[CH:9][C:8]=2[N:7]=1. Product: [NH2:5][C:6]1[C:15]2[N:16]=[C:17]([OH:24])[N:18]([CH2:19][CH2:20][CH2:21][CH2:22][Cl:3])[C:14]=2[C:13]2[CH:12]=[CH:11][CH:10]=[CH:9][C:8]=2[N:7]=1. The catalyst class is: 26. (3) Reactant: [CH:1]([O:4][CH:5]([C:7]1[CH:15]=[CH:14][C:10]([C:11]([OH:13])=O)=[CH:9][CH:8]=1)[CH3:6])([CH3:3])[CH3:2].CN(C(ON1N=NC2C=CC=NC1=2)=[N+](C)C)C.F[P-](F)(F)(F)(F)F.C(N(CC)CC)C.[NH2:47][CH2:48][C:49]1[C:50]([OH:57])=[N:51][C:52]([CH3:56])=[CH:53][C:54]=1[CH3:55]. Product: [OH:57][C:50]1[C:49]([CH2:48][NH:47][C:11](=[O:13])[C:10]2[CH:9]=[CH:8][C:7]([CH:5]([O:4][CH:1]([CH3:2])[CH3:3])[CH3:6])=[CH:15][CH:14]=2)=[C:54]([CH3:55])[CH:53]=[C:52]([CH3:56])[N:51]=1. The catalyst class is: 46. (4) Reactant: [F:1][C:2]([F:17])([F:16])[C:3]([C:5]1[CH:6]=[C:7]([CH:13]=[CH:14][CH:15]=1)[C:8]([O:10][CH2:11][CH3:12])=[O:9])=O.N1C=CC=CC=1.Cl.[NH2:25][OH:26]. Product: [F:1][C:2]([F:17])([F:16])/[C:3](/[C:5]1[CH:6]=[C:7]([CH:13]=[CH:14][CH:15]=1)[C:8]([O:10][CH2:11][CH3:12])=[O:9])=[N:25]/[OH:26]. The catalyst class is: 8.